Dataset: Full USPTO retrosynthesis dataset with 1.9M reactions from patents (1976-2016). Task: Predict the reactants needed to synthesize the given product. (1) Given the product [CH2:8]1[C:9]2[C:14](=[CH:13][CH:12]=[CH:11][CH:10]=2)[CH2:15][CH:7]1[NH:6][C:21](=[O:22])[CH2:20][CH2:19][CH2:18][CH2:17][OH:23], predict the reactants needed to synthesize it. The reactants are: [Al+3].[Cl-].[Cl-].[Cl-].Cl.[NH2:6][CH:7]1[CH2:15][C:14]2[C:9](=[CH:10][CH:11]=[CH:12][CH:13]=2)[CH2:8]1.Cl.[C:17]1(=[O:23])[O:22][CH2:21][CH2:20][CH2:19][CH2:18]1. (2) Given the product [CH2:1]([N:3]([C:4]1[CH:9]=[CH:8][CH:7]=[C:6]([F:10])[CH:5]=1)[CH2:13][CH2:14][NH2:15])[CH3:2], predict the reactants needed to synthesize it. The reactants are: [CH2:1]([NH:3][C:4]1[CH:9]=[CH:8][CH:7]=[C:6]([F:10])[CH:5]=1)[CH3:2].Br.Br[CH2:13][CH2:14][NH2:15]. (3) Given the product [Br:1][C:2]1[CH:3]=[C:4]([N+:11]([O-:13])=[O:12])[C:5]2[C:9]([CH:10]=1)=[N:8][N:7]([CH:15]1[CH2:16][CH2:17][CH2:18][CH2:19][O:14]1)[CH:6]=2, predict the reactants needed to synthesize it. The reactants are: [Br:1][C:2]1[CH:10]=[C:9]2[C:5]([CH:6]=[N:7][NH:8]2)=[C:4]([N+:11]([O-:13])=[O:12])[CH:3]=1.[O:14]1[CH:19]=[CH:18][CH2:17][CH2:16][CH2:15]1.C1(C)C=CC(S([O-])(=O)=O)=CC=1.[NH+]1C=CC=CC=1.C(=O)(O)[O-].[Na+]. (4) Given the product [C:1]([O:5][C:6]([CH2:8][N:9]([S:27]([C:30]1[CH:35]=[C:34]([Cl:36])[CH:33]=[C:32]([Cl:37])[CH:31]=1)(=[O:28])=[O:29])[C:10]1[CH:11]=[C:12]2[C:16](=[CH:17][CH:18]=1)[N:15]([C:19](=[O:22])[NH:20][CH3:21])[CH2:14][CH:13]2[C:23]([OH:25])=[O:24])=[O:7])([CH3:4])([CH3:2])[CH3:3], predict the reactants needed to synthesize it. The reactants are: [C:1]([O:5][C:6]([CH2:8][N:9]([S:27]([C:30]1[CH:35]=[C:34]([Cl:36])[CH:33]=[C:32]([Cl:37])[CH:31]=1)(=[O:29])=[O:28])[C:10]1[CH:11]=[C:12]2[C:16](=[CH:17][CH:18]=1)[N:15]([C:19](=[O:22])[NH:20][CH3:21])[CH2:14][CH:13]2[C:23]([O:25]C)=[O:24])=[O:7])([CH3:4])([CH3:3])[CH3:2].[OH-].[Li+].Cl.[Cl-].[Na+].